This data is from Catalyst prediction with 721,799 reactions and 888 catalyst types from USPTO. The task is: Predict which catalyst facilitates the given reaction. (1) Reactant: [C:1]1([Mg]Br)[CH:6]=[CH:5][CH:4]=[CH:3][CH:2]=1.[NH2:9][C:10]1[C:18]2[C:13](=[N:14][C:15]([CH3:21])=[CH:16][C:17]=2[CH:19]=[O:20])[S:12][C:11]=1[C:22]([NH2:24])=[O:23].[NH4+].[Cl-]. Product: [NH2:9][C:10]1[C:18]2[C:13](=[N:14][C:15]([CH3:21])=[CH:16][C:17]=2[CH:19]([OH:20])[C:1]2[CH:6]=[CH:5][CH:4]=[CH:3][CH:2]=2)[S:12][C:11]=1[C:22]([NH2:24])=[O:23]. The catalyst class is: 1. (2) Reactant: [O:1]1[CH2:5][CH2:4][CH2:3][CH:2]1[CH2:6][CH2:7][CH2:8][OH:9].C(N(CC)CC)C.Cl[C:18]([O:20][C:21]1[CH:26]=[CH:25][C:24]([N+:27]([O-:29])=[O:28])=[CH:23][CH:22]=1)=[O:19]. Product: [C:18](=[O:19])([O:9][CH2:8][CH2:7][CH2:6][CH:2]1[CH2:3][CH2:4][CH2:5][O:1]1)[O:20][C:21]1[CH:22]=[CH:23][C:24]([N+:27]([O-:29])=[O:28])=[CH:25][CH:26]=1. The catalyst class is: 4. (3) Reactant: Br[C:2]1[C:10]2[C:9]([NH:11][C@H:12]([C:14]3[N:19]([C:20]4[CH:25]=[CH:24][CH:23]=[CH:22][CH:21]=4)[C:18](=[O:26])[C:17]4=[C:27]([CH3:30])[CH:28]=[CH:29][N:16]4[N:15]=3)[CH3:13])=[N:8][CH:7]=[N:6][C:5]=2[N:4]([CH2:31][O:32][CH2:33][CH2:34][Si:35]([CH3:38])([CH3:37])[CH3:36])[CH:3]=1.[O:39]1[CH2:44][CH2:43][N:42]([S:45]([C:48]2[CH:49]=[C:50](B(O)O)[CH:51]=[CH:52][CH:53]=2)(=[O:47])=[O:46])[CH2:41][CH2:40]1.C(=O)([O-])[O-].[Na+].[Na+]. Product: [CH3:30][C:27]1[CH:28]=[CH:29][N:16]2[C:17]=1[C:18](=[O:26])[N:19]([C:20]1[CH:25]=[CH:24][CH:23]=[CH:22][CH:21]=1)[C:14]([C@@H:12]([NH:11][C:9]1[C:10]3[C:2]([C:50]4[CH:51]=[CH:52][CH:53]=[C:48]([S:45]([N:42]5[CH2:43][CH2:44][O:39][CH2:40][CH2:41]5)(=[O:47])=[O:46])[CH:49]=4)=[CH:3][N:4]([CH2:31][O:32][CH2:33][CH2:34][Si:35]([CH3:38])([CH3:37])[CH3:36])[C:5]=3[N:6]=[CH:7][N:8]=1)[CH3:13])=[N:15]2. The catalyst class is: 73. (4) Reactant: [CH2:1]([C@H:8]1[CH2:12][O:11][C:10](=[O:13])[NH:9]1)[C:2]1[CH:7]=[CH:6][CH:5]=[CH:4][CH:3]=1.[Li]CCCC.[C:19]1([CH2:25][C:26](Cl)=[O:27])[CH:24]=[CH:23][CH:22]=[CH:21][CH:20]=1.[NH4+].[Cl-].C([O-])(O)=O.[Na+]. The catalyst class is: 1. Product: [CH2:1]([C@H:8]1[CH2:12][O:11][C:10](=[O:13])[N:9]1[C:26](=[O:27])[CH2:25][C:19]1[CH:24]=[CH:23][CH:22]=[CH:21][CH:20]=1)[C:2]1[CH:3]=[CH:4][CH:5]=[CH:6][CH:7]=1.